From a dataset of Catalyst prediction with 721,799 reactions and 888 catalyst types from USPTO. Predict which catalyst facilitates the given reaction. (1) Reactant: [CH3:1][N:2]([CH3:7])[S:3](Cl)(=[O:5])=[O:4].[NH2:8][C@@H:9]([CH2:14][C:15]1[CH:20]=[CH:19][C:18]([N+:21]([O-:23])=[O:22])=[CH:17][CH:16]=1)[C:10]([O:12][CH3:13])=[O:11]. Product: [CH3:1][N:2]([CH3:7])[S:3]([NH:8][C@@H:9]([CH2:14][C:15]1[CH:20]=[CH:19][C:18]([N+:21]([O-:23])=[O:22])=[CH:17][CH:16]=1)[C:10]([O:12][CH3:13])=[O:11])(=[O:5])=[O:4]. The catalyst class is: 17. (2) Reactant: [Cl:1][C:2]1[N:7]=[CH:6][N:5]=[C:4]([O:8][C:9]2[CH:14]=[CH:13][C:12]([NH2:15])=[CH:11][CH:10]=2)[CH:3]=1.N1C=CC=CC=1.[C:22]1([CH3:31])[CH:27]=[CH:26][C:25]([N:28]=[C:29]=[O:30])=[CH:24][CH:23]=1. Product: [Cl:1][C:2]1[N:7]=[CH:6][N:5]=[C:4]([O:8][C:9]2[CH:14]=[CH:13][C:12]([NH:15][C:29]([NH:28][C:25]3[CH:26]=[CH:27][C:22]([CH3:31])=[CH:23][CH:24]=3)=[O:30])=[CH:11][CH:10]=2)[CH:3]=1. The catalyst class is: 3. (3) Reactant: [CH3:1][C:2]([C:5]1[CH:10]=[CH:9][C:8]([CH2:11][N:12]2[C:17](=[O:18])[C:16]([C:19]([NH:21][CH2:22][C:23]([OH:25])=[O:24])=[O:20])=[C:15]([OH:26])[N:14]=[C:13]2[CH3:27])=[CH:7][CH:6]=1)([CH3:4])[CH3:3].CC(C1C=CC(CN2C(=O)C=C(O)N=C2C)=CC=1)(C)C.CCN(C(C)C)C(C)C.[N:57]([CH2:60][C:61](OCC)=O)=[C:58]=O.[OH-].[Na+].[ClH:68].[Cl:69][CH2:70]Cl. Product: [Cl:68][C:61]1[CH:60]=[N:57][CH:58]=[C:70]([Cl:69])[C:27]=1[C:13]1[N:12]([CH2:11][C:8]2[CH:9]=[CH:10][C:5]([C:2]([CH3:1])([CH3:3])[CH3:4])=[CH:6][CH:7]=2)[C:17](=[O:18])[C:16]([C:19]([NH:21][CH2:22][C:23]([OH:25])=[O:24])=[O:20])=[C:15]([OH:26])[N:14]=1. The catalyst class is: 93. (4) Reactant: [CH3:1][O:2][C:3](=[O:26])[C:4]1[CH:9]=[CH:8][C:7]([CH2:10][N:11]([S:19]([CH2:22][N:23]=[N+:24]=[N-:25])(=[O:21])=[O:20])[C:12]([O:14][C:15]([CH3:18])([CH3:17])[CH3:16])=[O:13])=[CH:6][CH:5]=1.[C:27]([C:29]1[CH:34]=[CH:33][C:32]([CH3:35])=[CH:31][CH:30]=1)#[CH:28].O=C1O[C@H]([C@H](CO)O)C([O-])=C1O.[Na+].C(N(C(C)C)C(C)C)C. Product: [CH3:1][O:2][C:3](=[O:26])[C:4]1[CH:5]=[CH:6][C:7]([CH2:10][N:11]([C:12]([O:14][C:15]([CH3:18])([CH3:16])[CH3:17])=[O:13])[S:19]([CH2:22][N:23]2[CH:28]=[C:27]([C:29]3[CH:34]=[CH:33][C:32]([CH3:35])=[CH:31][CH:30]=3)[N:25]=[N:24]2)(=[O:21])=[O:20])=[CH:8][CH:9]=1. The catalyst class is: 870.